This data is from NCI-60 drug combinations with 297,098 pairs across 59 cell lines. The task is: Regression. Given two drug SMILES strings and cell line genomic features, predict the synergy score measuring deviation from expected non-interaction effect. (1) Drug 1: CC1C(C(=O)NC(C(=O)N2CCCC2C(=O)N(CC(=O)N(C(C(=O)O1)C(C)C)C)C)C(C)C)NC(=O)C3=C4C(=C(C=C3)C)OC5=C(C(=O)C(=C(C5=N4)C(=O)NC6C(OC(=O)C(N(C(=O)CN(C(=O)C7CCCN7C(=O)C(NC6=O)C(C)C)C)C)C(C)C)C)N)C. Drug 2: C(CC(=O)O)C(=O)CN.Cl. Cell line: HS 578T. Synergy scores: CSS=23.7, Synergy_ZIP=-4.71, Synergy_Bliss=5.61, Synergy_Loewe=-0.866, Synergy_HSA=4.37. (2) Drug 1: C1CCN(CC1)CCOC2=CC=C(C=C2)C(=O)C3=C(SC4=C3C=CC(=C4)O)C5=CC=C(C=C5)O. Drug 2: C1CNP(=O)(OC1)N(CCCl)CCCl. Cell line: LOX IMVI. Synergy scores: CSS=5.06, Synergy_ZIP=8.63, Synergy_Bliss=-0.768, Synergy_Loewe=4.04, Synergy_HSA=1.03. (3) Drug 1: COC1=NC(=NC2=C1N=CN2C3C(C(C(O3)CO)O)O)N. Drug 2: CCC1=C2CN3C(=CC4=C(C3=O)COC(=O)C4(CC)O)C2=NC5=C1C=C(C=C5)O. Cell line: RPMI-8226. Synergy scores: CSS=22.3, Synergy_ZIP=-1.25, Synergy_Bliss=3.24, Synergy_Loewe=-4.64, Synergy_HSA=4.35. (4) Drug 1: C1CN1C2=NC(=NC(=N2)N3CC3)N4CC4. Drug 2: C1CN(CCN1C(=O)CCBr)C(=O)CCBr. Cell line: LOX IMVI. Synergy scores: CSS=36.1, Synergy_ZIP=-6.59, Synergy_Bliss=-3.01, Synergy_Loewe=-0.134, Synergy_HSA=2.06.